From a dataset of Peptide-MHC class I binding affinity with 185,985 pairs from IEDB/IMGT. Regression. Given a peptide amino acid sequence and an MHC pseudo amino acid sequence, predict their binding affinity value. This is MHC class I binding data. (1) The peptide sequence is YQSMIRPPY. The MHC is HLA-A68:02 with pseudo-sequence HLA-A68:02. The binding affinity (normalized) is 0.0847. (2) The peptide sequence is MLKLRQARL. The MHC is HLA-A02:06 with pseudo-sequence HLA-A02:06. The binding affinity (normalized) is 0.0847. (3) The peptide sequence is VGYVDDTQF. The MHC is HLA-A69:01 with pseudo-sequence HLA-A69:01. The binding affinity (normalized) is 0.0847. (4) The peptide sequence is ALSMGINTV. The MHC is HLA-A31:01 with pseudo-sequence HLA-A31:01. The binding affinity (normalized) is 0.0847. (5) The peptide sequence is SGVEGPGGYCL. The MHC is H-2-Db with pseudo-sequence H-2-Db. The binding affinity (normalized) is 0.118. (6) The peptide sequence is NLPSKPVWL. The MHC is HLA-B39:01 with pseudo-sequence HLA-B39:01. The binding affinity (normalized) is 0.0847.